This data is from Catalyst prediction with 721,799 reactions and 888 catalyst types from USPTO. The task is: Predict which catalyst facilitates the given reaction. (1) Reactant: CI.[NH2:3][N:4]1[C:22]([CH3:24])([CH3:23])[CH2:21][C:7]2[NH:8][C:9]3[CH:15]=[CH:14][C:13]([O:16][C:17]([F:20])([F:19])[F:18])=[CH:12][C:10]=3[S:11][C:6]=2[C:5]1=[O:25].[C:26]([O-])([O-])=O.[K+].[K+]. Product: [CH3:24][C:22]1([CH3:23])[N:4]([NH:3][CH3:26])[C:5](=[O:25])[C:6]2[S:11][C:10]3[CH:12]=[C:13]([O:16][C:17]([F:20])([F:19])[F:18])[CH:14]=[CH:15][C:9]=3[NH:8][C:7]=2[CH2:21]1. The catalyst class is: 163. (2) Reactant: [F:1][C:2]([F:27])([F:26])[CH2:3][NH:4][C:5]([C:7]1[N:8]=[C:9]([C:19]2[CH:24]=[CH:23][CH:22]=[CH:21][C:20]=2[Cl:25])[N:10]([C:12]2[CH:17]=[CH:16][C:15](Br)=[CH:14][CH:13]=2)[CH:11]=1)=[O:6].[CH3:28][S:29]([C:32]1[CH:33]=[C:34](B(O)O)[CH:35]=[CH:36][CH:37]=1)(=[O:31])=[O:30].C([O-])([O-])=O.[K+].[K+].COCCOC. Product: [F:1][C:2]([F:27])([F:26])[CH2:3][NH:4][C:5]([C:7]1[N:8]=[C:9]([C:19]2[CH:24]=[CH:23][CH:22]=[CH:21][C:20]=2[Cl:25])[N:10]([C:12]2[CH:17]=[CH:16][C:15]([C:36]3[CH:35]=[CH:34][CH:33]=[C:32]([S:29]([CH3:28])(=[O:31])=[O:30])[CH:37]=3)=[CH:14][CH:13]=2)[CH:11]=1)=[O:6]. The catalyst class is: 161. (3) Product: [CH3:1][C:2]1[CH:7]=[C:6]([N+:8]([O-:10])=[O:9])[CH:5]=[CH:4][C:3]=1[N:11]1[C:15]2[CH2:16][CH2:17][CH2:18][C:14]=2[C:13]([CH2:19][OH:20])=[N:12]1. The catalyst class is: 12. Reactant: [CH3:1][C:2]1[CH:7]=[C:6]([N+:8]([O-:10])=[O:9])[CH:5]=[CH:4][C:3]=1[N:11]1[C:15]2[CH2:16][CH2:17][CH2:18][C:14]=2[C:13]([C:19](OC)=[O:20])=[N:12]1.O.[BH4-].[Na+].Cl.